Dataset: Reaction yield outcomes from USPTO patents with 853,638 reactions. Task: Predict the reaction yield, written as a fraction of the theoretical maximum amount of product (1.0 means a 100% yield; for example, 0.34 means a 34% yield). The reactants are [OH:1][CH2:2][C@@H:3]1[CH2:8][C@@H:7]2[C@@H:5]([CH2:6]2)[N:4]1[C:9]([O:11][C:12]([CH3:15])([CH3:14])[CH3:13])=[O:10].CC(OI1(OC(C)=O)(OC(C)=O)OC(=O)C2C=CC=CC1=2)=O.C([O-])(O)=O.[Na+].[O-]S([O-])(=S)=O.[Na+].[Na+]. The catalyst is C(Cl)Cl. The product is [CH:2]([C@@H:3]1[CH2:8][C@@H:7]2[C@@H:5]([CH2:6]2)[N:4]1[C:9]([O:11][C:12]([CH3:15])([CH3:14])[CH3:13])=[O:10])=[O:1]. The yield is 0.930.